From a dataset of Retrosynthesis with 50K atom-mapped reactions and 10 reaction types from USPTO. Predict the reactants needed to synthesize the given product. (1) Given the product CCOC(=O)C1=C(CSCC=O)NC(C)=C(C(=O)OC)C1c1cccc([N+](=O)[O-])c1, predict the reactants needed to synthesize it. The reactants are: CCOC(=O)C1=C(CSCC(OCC)OCC)NC(C)=C(C(=O)OC)C1c1cccc([N+](=O)[O-])c1. (2) Given the product Cc1cccc(-c2ocnc2C(=O)Nc2cn[nH]c2)c1, predict the reactants needed to synthesize it. The reactants are: Cc1cccc(-c2ocnc2C(=O)O)c1.Nc1cn[nH]c1. (3) Given the product COc1ccc(-n2nc(C)cc2C(=O)O)cc1, predict the reactants needed to synthesize it. The reactants are: CCOC(=O)c1cc(C)nn1-c1ccc(OC)cc1. (4) Given the product CCc1ccc(N)c2ccccc12, predict the reactants needed to synthesize it. The reactants are: CCc1ccc([N+](=O)[O-])c2ccccc12.